Dataset: Forward reaction prediction with 1.9M reactions from USPTO patents (1976-2016). Task: Predict the product of the given reaction. (1) Given the reactants [Br:1][C:2]1[C:3]([CH3:13])=[CH:4][CH:5]=[C:6]2[C:10]=1[NH:9]C(=O)[C:7]2=[O:12].[OH-:14].[K+].[Cl-].[K+].OO, predict the reaction product. The product is: [NH2:9][C:10]1[C:2]([Br:1])=[C:3]([CH3:13])[CH:4]=[CH:5][C:6]=1[C:7]([OH:12])=[O:14]. (2) Given the reactants NC1C=CNN=1.O/[CH:8]=[C:9]1\[C:10](=[O:18])[NH:11][C:12]2[C:17]\1=[CH:16][CH:15]=[CH:14][CH:13]=2.[C:19]([C:23]1[O:27][C:26]([CH3:28])=[C:25]([C:29]2[CH:30]=[C:31]([NH2:34])[NH:32][N:33]=2)[CH:24]=1)([CH3:22])([CH3:21])[CH3:20], predict the reaction product. The product is: [C:19]([C:23]1[O:27][C:26]([CH3:28])=[C:25]([C:29]2[CH:30]=[C:31]([NH:34][CH:8]=[C:9]3[C:17]4[C:12](=[CH:13][CH:14]=[CH:15][CH:16]=4)[NH:11][C:10]3=[O:18])[NH:32][N:33]=2)[CH:24]=1)([CH3:22])([CH3:20])[CH3:21]. (3) Given the reactants [Cl:1][C:2]1[C:3]([C:29]([F:32])([F:31])[F:30])=[CH:4][C:5]([N:8]2[CH2:11][C:10]([CH2:13][O:14][C:15]3[C:24]([CH:25]4[CH2:27][CH2:26]4)=[CH:23][C:18]([C:19]([O:21]C)=[O:20])=[C:17]([F:28])[CH:16]=3)([CH3:12])[CH2:9]2)=[N:6][CH:7]=1.O.[OH-].[Li+], predict the reaction product. The product is: [Cl:1][C:2]1[C:3]([C:29]([F:32])([F:31])[F:30])=[CH:4][C:5]([N:8]2[CH2:11][C:10]([CH2:13][O:14][C:15]3[C:24]([CH:25]4[CH2:26][CH2:27]4)=[CH:23][C:18]([C:19]([OH:21])=[O:20])=[C:17]([F:28])[CH:16]=3)([CH3:12])[CH2:9]2)=[N:6][CH:7]=1. (4) Given the reactants [CH2:1]([N:8]1[CH:12]=[CH:11][N:10]=[C:9]1[C:13]([OH:15])=O)[C:2]1[CH:7]=[CH:6][CH:5]=[CH:4][CH:3]=1.[CH:16]([NH:19][C:20]1[CH:25]=[CH:24][CH:23]=[CH:22][C:21]=1[F:26])([CH3:18])[CH3:17].C(=O)(O)[O-].[Na+].O, predict the reaction product. The product is: [F:26][C:21]1[CH:22]=[CH:23][CH:24]=[CH:25][C:20]=1[N:19]([CH:16]([CH3:18])[CH3:17])[C:13]([C:9]1[N:8]([CH2:1][C:2]2[CH:3]=[CH:4][CH:5]=[CH:6][CH:7]=2)[CH:12]=[CH:11][N:10]=1)=[O:15]. (5) Given the reactants [CH3:1][C:2]1[N:6]=[C:5]([CH3:7])[N:4]([C:8]2[CH:13]=[C:12]([C@@H:14]3[CH2:16][C@H:15]3[C:17]3[N:21]([CH3:22])[C:20]4[CH:23]=[CH:24][CH:25]=[CH:26][C:19]=4[N:18]=3)[N:11]=[C:10]([C:27]#[N:28])[N:9]=2)[N:3]=1.Cl.C([O-])(O)=[O:31].[Na+], predict the reaction product. The product is: [CH3:1][C:2]1[N:6]=[C:5]([CH3:7])[N:4]([C:8]2[CH:13]=[C:12]([C@@H:14]3[CH2:16][C@H:15]3[C:17]3[N:21]([CH3:22])[C:20]4[CH:23]=[CH:24][CH:25]=[CH:26][C:19]=4[N:18]=3)[N:11]=[C:10]([C:27]([NH2:28])=[O:31])[N:9]=2)[N:3]=1.